Dataset: Reaction yield outcomes from USPTO patents with 853,638 reactions. Task: Predict the reaction yield, written as a fraction of the theoretical maximum amount of product (1.0 means a 100% yield; for example, 0.34 means a 34% yield). (1) The reactants are [Cl:1][C:2]1[CH:3]=[C:4]([C:10]2[C:11]([CH:17]=[O:18])=[CH:12][C:13]([OH:16])=[CH:14][CH:15]=2)[CH:5]=[CH:6][C:7]=1[O:8][CH3:9].N1C=CC=CC=1.[S:25](O[S:25]([C:28]([F:31])([F:30])[F:29])(=[O:27])=[O:26])([C:28]([F:31])([F:30])[F:29])(=[O:27])=[O:26]. The catalyst is C(Cl)Cl. The product is [F:29][C:28]([F:31])([F:30])[S:25]([O:16][C:13]1[CH:14]=[CH:15][C:10]([C:4]2[CH:5]=[CH:6][C:7]([O:8][CH3:9])=[C:2]([Cl:1])[CH:3]=2)=[C:11]([CH:17]=[O:18])[CH:12]=1)(=[O:27])=[O:26]. The yield is 0.930. (2) The reactants are C(=O)([O-])[O-].[Na+].[Na+].Br[C:8]1[CH:9]=[N:10][C:11]([NH2:14])=[N:12][CH:13]=1.[C:15]([O:19][C:20]([C:22]1[CH:23]=[C:24](B(O)O)[CH:25]=[CH:26][CH:27]=1)=[O:21])([CH3:18])([CH3:17])[CH3:16]. The catalyst is O.C(O)C.C1(C)C=CC=CC=1.CCOC(C)=O.C1C=CC([P]([Pd]([P](C2C=CC=CC=2)(C2C=CC=CC=2)C2C=CC=CC=2)([P](C2C=CC=CC=2)(C2C=CC=CC=2)C2C=CC=CC=2)[P](C2C=CC=CC=2)(C2C=CC=CC=2)C2C=CC=CC=2)(C2C=CC=CC=2)C2C=CC=CC=2)=CC=1. The product is [NH2:14][C:11]1[N:10]=[CH:9][C:8]([C:26]2[CH:27]=[C:22]([CH:23]=[CH:24][CH:25]=2)[C:20]([O:19][C:15]([CH3:17])([CH3:18])[CH3:16])=[O:21])=[CH:13][N:12]=1. The yield is 0.735. (3) The reactants are [C:1]([O:4][CH2:5][C:6]1[CH:11]=[CH:10][CH:9]=[C:8]([CH:12]=O)[CH:7]=1)(=[O:3])[CH3:2].[NH2:14][N:15]1[C:19]([C:20](=[O:22])[NH2:21])=[CH:18][C:17]([C:23]([O:25][CH3:26])=[O:24])=[CH:16]1. No catalyst specified. The product is [O:4]([CH2:5][C:6]1[CH:7]=[C:8]([C:12]2[NH:21][C:20](=[O:22])[C:19]3=[CH:18][C:17]([C:23]([O:25][CH3:26])=[O:24])=[CH:16][N:15]3[N:14]=2)[CH:9]=[CH:10][CH:11]=1)[C:1]([CH3:2])=[O:3]. The yield is 0.390. (4) The reactants are Br[C:2]1[CH:23]=[CH:22][C:5]2[N:6]=[C:7]([NH:10][CH:11]3[C:19]4[C:14](=[CH:15][CH:16]=[CH:17][C:18]=4[O:20][CH3:21])[CH2:13][CH2:12]3)[O:8][CH2:9][C:4]=2[CH:3]=1.[C:24]([N:28]1[N:32]=[N:31][C:30]([NH2:33])=[N:29]1)([CH3:27])([CH3:26])[CH3:25]. No catalyst specified. The product is [C:24]([N:28]1[N:32]=[N:31][C:30]([NH:33][C:2]2[CH:23]=[CH:22][C:5]3[N:6]=[C:7]([NH:10][CH:11]4[C:19]5[C:14](=[CH:15][CH:16]=[CH:17][C:18]=5[O:20][CH3:21])[CH2:13][CH2:12]4)[O:8][CH2:9][C:4]=3[CH:3]=2)=[N:29]1)([CH3:27])([CH3:26])[CH3:25]. The yield is 0.160. (5) The reactants are [C:1]1([S:7]([C:10]([CH:29]2[CH2:41][C:32]3[NH:33][C:34]4[CH:35]=[CH:36][C:37]([Cl:40])=[CH:38][C:39]=4[C:31]=3[CH2:30]2)([F:28])[C:11]2[O:15][N:14]=[C:13]([CH2:16][N:17]3C(=O)C4C(=CC=CC=4)C3=O)[N:12]=2)(=[O:9])=[O:8])[CH:6]=[CH:5][CH:4]=[CH:3][CH:2]=1.O.NN. The catalyst is CCO. The product is [C:1]1([S:7]([C:10]([CH:29]2[CH2:41][C:32]3[NH:33][C:34]4[CH:35]=[CH:36][C:37]([Cl:40])=[CH:38][C:39]=4[C:31]=3[CH2:30]2)([F:28])[C:11]2[O:15][N:14]=[C:13]([CH2:16][NH2:17])[N:12]=2)(=[O:9])=[O:8])[CH:2]=[CH:3][CH:4]=[CH:5][CH:6]=1. The yield is 0.640.